This data is from Experimentally validated miRNA-target interactions with 360,000+ pairs, plus equal number of negative samples. The task is: Binary Classification. Given a miRNA mature sequence and a target amino acid sequence, predict their likelihood of interaction. (1) The miRNA is hsa-miR-30a-3p with sequence CUUUCAGUCGGAUGUUUGCAGC. The protein sequence of the target gene is MSGSSLPSALALSLLLVSGSLLPGPGAAQNAGFVKSPMSETKLTGDAFELYCDVVGSPTPEIQWWYAEVNRAESFRQLWDGARKRRVTVNTAYGSNGVSVLRITRLTLEDSGTYECRASNDPKRNDLRQNPSITWIRAQATISVLQKPRIVTSEEVIIRDSPVLPVTLQCNLTSSSHTLTYSYWTKNGVELSATRKNASNMEYRINKPRAEDSGEYHCVYHFVSAPKANATIEVKAAPDITGHKRSENKNEGQDATMYCKSVGYPHPDWIWRKKENGMPMDIVNTSGRFFIINKENYTEL.... Result: 1 (interaction). (2) The miRNA is hsa-miR-10a-5p with sequence UACCCUGUAGAUCCGAAUUUGUG. The protein sequence of the target gene is MAVSRLDRLFILLDTGTTPVTRKAAAQQLGEVVKLHPHELNNLLSKVLIYLRSANWDTRIAAGQAVEAIVKNVPEWNPVPRTRQEPTSESSMEDSPTTERLNFDRFDICRLLQHGASLLGSAGAEFEVQDEKSGEVDPKERIARQRKLLQKKLGLNMGEAIGMSTEELFNDEDLDYTPTSASFVNKQPTLQAAELIDSEFRAGMSNRQKNKAKRMAKLFAKQRSRDAVETNEKSNDSTDGEPEEKRRKIANVVINQSANDSKVLIDNIPDSSSLIEETNEWPLESFCEELCNDLFNPSWE.... Result: 1 (interaction). (3) The miRNA is mmu-miR-207 with sequence GCUUCUCCUGGCUCUCCUCCCUC. The protein sequence of the target gene is MGARCRSFSALLLLLQVSSWLCQELEPESCSPGFSSEVYTFPVPERHLERGHVLGRVRFEGCTGRPRTAFFSEDSRFKVATDGTITVKRHLKLHKLETSFLVRARDSSHRELSTKVTLKSMGHHHHRHHHRDPASESNPELLMFPSVYPGLRRQKRDWVIPPISCPENEKGEFPKNLVQIKSNRDKETKVFYSITGQGADKPPVGVFIIERETGWLKVTQPLDREAIAKYILYSHAVSSNGEAVEDPMEIVITVTDQNDNRPEFTQEVFEGSVAEGAVPGTSVMKVSATDADDDVNTYNA.... Result: 0 (no interaction). (4) The miRNA is mmu-miR-3110-3p with sequence GCACUCCAUCGGAGGCAGACAC. The protein sequence of the target gene is MGALLRALLLLVLAQWLLSAVPALAPAPFTLPLQVAGATNHRASAVPGLGTPELPRADGLALALEPVRATANFLAMVDNLQGDSGRGYYLEMLIGTPPQKVQILVDTGSSNFAVAGAPHSYIDTYFDSESSSTYHSKGFDVTVKYTQGSWTGFVGEDLVTIPKGFNSSFLVNIATIFESENFFLPGIKWNGILGLAYAALAKPSSSLETFFDSLVAQAKIPDIFSMQMCGAGLPVAGSGTNGGSLVLGGIEPSLYKGDIWYTPIKEEWYYQIEILKLEIGGQNLNLDCREYNADKAIVDS.... Result: 0 (no interaction). (5) The miRNA is dre-miR-140-5p with sequence CAGUGGUUUUACCCUAUGGUAG. The protein sequence of the target gene is MSSPAGRRKKKGSGGASPAPARPPPPAAVPAPAAGPAPAAGSPPKRNPSSFSSPLVVGFALLRLLACHLGLLFAWLCQRFSRALMAAKRSSGTAPAPASPSPPEPGPGGEAESVRVFHKQAFEYISIALRIDEEEKAGQKEQAVEWYKKGIEELEKGIAVIVTGQGEQYERARRLQAKMMTNLVMAKDRLQLLEKLQPVLQFSKSQTDVYNESTNLTCRNGHLQSESGAVPKRKDPLTHASNSLPRSKTVLKSGSAGLSGHHRAPSCSGLSMVSGARPGPGPAATTHKGTPKPNRTNKPS.... Result: 0 (no interaction). (6) The miRNA is mmu-miR-5121 with sequence AGCUUGUGAUGAGACAUCUCC. The protein sequence of the target gene is MASPRTVTIVALSVALGLFFVFMGTIKLTPRLSKDAYSEMKRAYKSYVRALPLLKKMGINSILLRKSIGALEVACGIVMTLVPGRPKDVANFFLLLLVLAVLFFHQLVGDPLKRYAHALVFGILLTCRLLIARKPEDRSSEKKPLPGNAEEQPSLYEKAPQGKVKVS. Result: 0 (no interaction). (7) The miRNA is mmu-miR-1249-3p with sequence ACGCCCUUCCCCCCCUUCUUCA. The protein sequence of the target gene is MGLLAYLKTQFVVHLLIGFVFVVSGLIINFTQLCTLALWPISKHLYRRINCRLAYSLWSQLVMLLEWWSCTECTLFTDQATVDHFGKEHVVVILNHNFEIDFLCGWTMCERFGVLGSSKVLAKRELLCVPLIGWTWYFLEIVFCKRKWEEDRDTVIEGLRRLADYPEYMWFLLYCEGTRFTETKHRISMEVAASKGLPPLKYHLLPRTKGFTTAVQCLRGTVAAIYDVTLNFRGNKNPSLLGILYGKKYEADMCVRRFPLEDIPADETSAAQWLHKLYQEKDALQEMYKQKGVFPGEQFK.... Result: 0 (no interaction).